This data is from Forward reaction prediction with 1.9M reactions from USPTO patents (1976-2016). The task is: Predict the product of the given reaction. The product is: [Cl:1][C:2]1[CH:3]=[C:4]([C@@H:9]2[C@H:15]([CH:16]=[O:17])[O:14][CH2:13][CH2:12][N:11]([C:18]([O:20][C:21]([CH3:24])([CH3:23])[CH3:22])=[O:19])[CH2:10]2)[CH:5]=[CH:6][C:7]=1[Cl:8]. Given the reactants [Cl:1][C:2]1[CH:3]=[C:4]([C@@H:9]2[C@H:15]([CH2:16][OH:17])[O:14][CH2:13][CH2:12][N:11]([C:18]([O:20][C:21]([CH3:24])([CH3:23])[CH3:22])=[O:19])[CH2:10]2)[CH:5]=[CH:6][C:7]=1[Cl:8].CC(OI1(OC(C)=O)(OC(C)=O)OC(=O)C2C=CC=CC1=2)=O.C(=O)([O-])O.[Na+].S([O-])([O-])=O.[Na+].[Na+], predict the reaction product.